This data is from Forward reaction prediction with 1.9M reactions from USPTO patents (1976-2016). The task is: Predict the product of the given reaction. (1) Given the reactants [CH3:1][O:2][C:3]1[CH:8]=[C:7]([N+:9]([O-])=O)[C:6]([NH2:12])=[C:5]([N+:13]([O-])=O)[CH:4]=1.[CH:16]([CH:18]=O)=O.Cl.CCOC(C)=O, predict the reaction product. The product is: [CH3:1][O:2][C:3]1[CH:8]=[C:7]2[C:6]([N:12]=[CH:16][CH:18]=[N:9]2)=[C:5]([NH2:13])[CH:4]=1. (2) Given the reactants [CH3:1][C@@H:2]([C@@H:9]1[C@@:13]2([CH3:28])[CH2:14][CH2:15][CH2:16]/[C:17](=[CH:18]\[CH:19]=[C:20]3\[CH2:21][C@@H:22]([OH:27])[CH2:23][CH2:24][C:25]\3=[CH2:26])/[C@@H:12]2[CH2:11][CH2:10]1)[CH2:3][CH2:4][CH2:5][CH:6]([CH3:8])[CH3:7].C(N(CC)C(C)C)(C)C.Cl[CH2:39][O:40][CH3:41].[Cl-].[NH4+], predict the reaction product. The product is: [CH3:39][O:40][CH2:41][O:27][CH:22]1[CH2:23][CH2:24][C@@:25]2([CH3:26])[C:20](=[CH:19][CH:18]=[C:17]3[C@@H:16]2[CH2:15][CH2:14][C@@:13]2([CH3:28])[C@H:12]3[CH2:11][CH2:10][C@@H:9]2[C@H:2]([CH3:1])[CH2:3][CH2:4][CH2:5][CH:6]([CH3:7])[CH3:8])[CH2:21]1.